Dataset: Full USPTO retrosynthesis dataset with 1.9M reactions from patents (1976-2016). Task: Predict the reactants needed to synthesize the given product. Given the product [CH2:1]=[C:2]1[S:6]/[C:5](=[N:7]\[C:31]([N:45]2[CH:43]=[CH:44][N:25]=[CH:28]2)=[O:32])/[N:4]([C:8]2[CH:21]=[CH:20][C:11]3[O:12][C:13]([F:19])([F:18])[C:14]([F:16])([F:17])[O:15][C:10]=3[CH:9]=2)[CH2:3]1, predict the reactants needed to synthesize it. The reactants are: [CH2:1]=[C:2]1[S:6][C:5](=[NH:7])[N:4]([C:8]2[CH:21]=[CH:20][C:11]3[O:12][C:13]([F:19])([F:18])[C:14]([F:17])([F:16])[O:15][C:10]=3[CH:9]=2)[CH2:3]1.C([N:25]([CH:28](C)C)CC)(C)C.[C:31](C1NC=CN=1)(C1NC=CN=1)=[O:32].[C:43](#[N:45])[CH3:44].